Dataset: Reaction yield outcomes from USPTO patents with 853,638 reactions. Task: Predict the reaction yield, written as a fraction of the theoretical maximum amount of product (1.0 means a 100% yield; for example, 0.34 means a 34% yield). (1) The reactants are Br[C:2]1[C:3](=[O:10])[N:4]([CH3:9])[CH:5]=[C:6]([Br:8])[CH:7]=1.[NH2:11][C:12]1[CH:23]=[C:15]2[CH2:16][N:17]([C:20](=[O:22])[CH3:21])[CH2:18][CH2:19][N:14]2[N:13]=1.CC1(C)C2C(=C(P(C3C=CC=CC=3)C3C=CC=CC=3)C=CC=2)OC2C(P(C3C=CC=CC=3)C3C=CC=CC=3)=CC=CC1=2.C(=O)([O-])[O-].[Cs+].[Cs+]. The catalyst is C1C=CC(/C=C/C(/C=C/C2C=CC=CC=2)=O)=CC=1.C1C=CC(/C=C/C(/C=C/C2C=CC=CC=2)=O)=CC=1.C1C=CC(/C=C/C(/C=C/C2C=CC=CC=2)=O)=CC=1.[Pd].[Pd].O1CCOCC1. The product is [C:20]([N:17]1[CH2:18][CH2:19][N:14]2[N:13]=[C:12]([NH:11][C:2]3[C:3](=[O:10])[N:4]([CH3:9])[CH:5]=[C:6]([Br:8])[CH:7]=3)[CH:23]=[C:15]2[CH2:16]1)(=[O:22])[CH3:21]. The yield is 0.890. (2) The reactants are [CH3:1][S:2][C:3]1[CH:8]=[CH:7][C:6]([C:9]([C:11]2[N:12]=[C:13]3[CH:19]=[CH:18][N:17]([S:20]([C:23]4[CH:29]=[CH:28][C:26]([CH3:27])=[CH:25][CH:24]=4)(=[O:22])=[O:21])[C:14]3=[N:15][CH:16]=2)=N)=[CH:5][CH:4]=1.Cl.C1C[O:34]CC1. No catalyst specified. The product is [CH3:1][S:2][C:3]1[CH:8]=[CH:7][C:6]([C:9]([C:11]2[N:12]=[C:13]3[CH:19]=[CH:18][N:17]([S:20]([C:23]4[CH:29]=[CH:28][C:26]([CH3:27])=[CH:25][CH:24]=4)(=[O:22])=[O:21])[C:14]3=[N:15][CH:16]=2)=[O:34])=[CH:5][CH:4]=1. The yield is 0.750.